This data is from Experimentally validated miRNA-target interactions with 360,000+ pairs, plus equal number of negative samples. The task is: Binary Classification. Given a miRNA mature sequence and a target amino acid sequence, predict their likelihood of interaction. (1) The miRNA is hsa-miR-4467 with sequence UGGCGGCGGUAGUUAUGGGCUU. The protein sequence of the target gene is MGCMKSKQTFPFPTIYEGEKQHESEEPFMPEERCLPRMASPVNVKEEVKEPPGTNTVILEYAHRLSQDILCDALQQWACNNIKYHDIPYIESEGP. Result: 0 (no interaction). (2) The miRNA is mmu-miR-223-3p with sequence UGUCAGUUUGUCAAAUACCCCA. The protein sequence of the target gene is MSLHFLYYCSEPTLDVKIAFCQGFDKHVDVSSIAKHYNMSKSKVDNQFYSVEVGDSTFTVLKRYQNLKPIGSGAQGIVCAAYDAVLDRNVAIKKLSRPFQNQTHAKRAYRELVLMKCVNHKNIISLLNVFTPQKTLEEFQDVYLVMELMDANLCQVIQMELDHERMSYLLYQMLCGIKHLHSAGIIHRDLKPSNIVVKSDCTLKILDFGLARTAGTSFMMTPYVVTRYYRAPEVILGMGYKENVDIWSVGCIMGEMVRHKILFPGRSYIDQWNKVIEQLGTPCPEFMKKLQPTVRNYVEN.... Result: 1 (interaction). (3) The miRNA is hsa-miR-1247-5p with sequence ACCCGUCCCGUUCGUCCCCGGA. The protein sequence of the target gene is MDATNNGESADQVGIRVGNPEQPNDHTDALGSVGSGGAGSSGLVAGSSHPYGSGAIGQLANGYSSPSSSYRKNVAKMVTDRHAAEYNMRHKNRGMALIFNHEHFEVPTLKSRAGTNVDCENLTRVLKQLDFEVTVYKDCRYKDILRTIEYAASQNHSDSDCILVAILSHGEMGYIYAKDTQYKLDNIWSFFTANHCPSLAGKPKLFFIQACQGDRLDGGVTMQRSQTETDGDSSMSYKIPVHADFLIAYSTVPGFYSWRNTTRGSWFMQSLCAELAANGKRLDILTLLTFVCQRVAVDFE.... Result: 0 (no interaction). (4) The miRNA is mmu-miR-541-5p with sequence AAGGGAUUCUGAUGUUGGUCACACU. The protein sequence of the target gene is MTELRQRVVREDAPPEDKESESEAKLDGETASDSESRAETAPLPTSVDDTPEVLNRALSNLSSRWKNWWVRGILTLAMIAFFFIIIYLGPMVLMMIVMCVQIKCFHEIITIGYNVYHSYDLPWFRTLSWYFLLCVNYFFYGETVTDYFFTLVQREEPLRILSKYHRFISFALYLTGFCMFVLSLVKKHYRLQFYMFGWTHVTLLIVVTQSHLVIHNLFEGMIWFIVPISCVICNDIMAYMFGFFFGRTPLIKLSPKKTWEGFIGGFFATVVFGLLLSYVMSGYRCFVCPVEYNNDTNSFT.... Result: 1 (interaction).